This data is from Blood-brain barrier penetration binary classification data from Martins et al.. The task is: Regression/Classification. Given a drug SMILES string, predict its absorption, distribution, metabolism, or excretion properties. Task type varies by dataset: regression for continuous measurements (e.g., permeability, clearance, half-life) or binary classification for categorical outcomes (e.g., BBB penetration, CYP inhibition). Dataset: bbb_martins. The molecule is O=C1CCC(N2C(=O)c3ccccc3C2=O)C(=O)N1. The result is 1 (penetrates BBB).